Dataset: Forward reaction prediction with 1.9M reactions from USPTO patents (1976-2016). Task: Predict the product of the given reaction. (1) Given the reactants [C:1]([O:5][C:6]([NH:8][CH:9]([CH2:13][C:14]1([F:19])[CH2:18][CH2:17][CH2:16][CH2:15]1)[C:10]([OH:12])=[O:11])=[O:7])(C)(C)[CH3:2].C([O-])(O)=O.[Na+].ClC(OCC)=O.C(O)(=O)CC(CC(O)=O)(C(O)=O)O, predict the reaction product. The product is: [CH2:1]([O:5][C:6]([NH:8][CH:9]([CH2:13][C:14]1([F:19])[CH2:15][CH2:16][CH2:17][CH2:18]1)[C:10]([OH:12])=[O:11])=[O:7])[CH3:2]. (2) Given the reactants [O:1]1[C:5]2[CH:6]=[CH:7][C:8]([CH:10]([CH3:15])[C:11]([NH:13][NH2:14])=[O:12])=[CH:9][C:4]=2[O:3][CH2:2]1.[Br:16][C:17]1[CH:18]=[C:19]2[C:23](=[CH:24][CH:25]=1)[NH:22][C:21](=[O:26])[C:20]2=O, predict the reaction product. The product is: [Br:16][C:17]1[CH:18]=[C:19]2[C:23](=[CH:24][CH:25]=1)[NH:22][C:21](=[O:26])/[C:20]/2=[N:14]\[NH:13][C:11](=[O:12])[CH:10]([C:8]1[CH:7]=[CH:6][C:5]2[O:1][CH2:2][O:3][C:4]=2[CH:9]=1)[CH3:15]. (3) The product is: [O:35]=[S:2]1(=[O:1])[C:8]2[CH:9]=[C:10]([O:14][CH2:15][C:16]([OH:18])=[O:17])[C:11]([Br:13])=[CH:12][C:7]=2[N:6]([C:21]2[CH:26]=[CH:25][CH:24]=[CH:23][CH:22]=2)[CH2:5][C:4]([CH2:31][CH2:32][CH2:33][CH3:34])([CH2:27][CH2:28][CH2:29][CH3:30])[CH2:3]1. Given the reactants [O:1]=[S:2]1(=[O:35])[C:8]2[CH:9]=[C:10]([O:14][CH2:15][C:16]([O:18]CC)=[O:17])[C:11]([Br:13])=[CH:12][C:7]=2[N:6]([C:21]2[CH:26]=[CH:25][CH:24]=[CH:23][CH:22]=2)[CH2:5][C:4]([CH2:31][CH2:32][CH2:33][CH3:34])([CH2:27][CH2:28][CH2:29][CH3:30])[CH2:3]1.[OH-].[Na+].CC(O)=O, predict the reaction product. (4) Given the reactants Br[C:2]1[C:10]2[O:9][CH2:8][CH:7]([C:11]3[CH:16]=[CH:15][C:14]([CH:17]([CH3:19])[CH3:18])=[CH:13][CH:12]=3)[C:6]=2[C:5]([CH3:20])=[C:4]([NH:21][C:22](=[O:28])[CH2:23][C:24]([CH3:27])([CH3:26])[CH3:25])[C:3]=1[CH3:29].[Cu](C#N)[C:31]#[N:32].N, predict the reaction product. The product is: [C:31]([C:2]1[C:10]2[O:9][CH2:8][CH:7]([C:11]3[CH:12]=[CH:13][C:14]([CH:17]([CH3:19])[CH3:18])=[CH:15][CH:16]=3)[C:6]=2[C:5]([CH3:20])=[C:4]([NH:21][C:22](=[O:28])[CH2:23][C:24]([CH3:26])([CH3:25])[CH3:27])[C:3]=1[CH3:29])#[N:32]. (5) Given the reactants [C:1]([O:5][C:6]([N:8]1[CH2:12][C@H:11]2[CH2:13][N:14]([C:16]3[CH:17]=[N:18][CH:19]=[C:20]([CH:24]=3)[C:21]([OH:23])=O)[CH2:15][C@H:10]2[CH2:9]1)=[O:7])([CH3:4])([CH3:3])[CH3:2].[F:25][C:26]1[CH:27]=[C:28]([CH:31]=[C:32]([C:34]([F:37])([F:36])[F:35])[CH:33]=1)[CH2:29][NH2:30], predict the reaction product. The product is: [F:25][C:26]1[CH:27]=[C:28]([CH:31]=[C:32]([C:34]([F:35])([F:36])[F:37])[CH:33]=1)[CH2:29][NH:30][C:21]([C:20]1[CH:24]=[C:16]([N:14]2[CH2:15][C@@H:10]3[CH2:9][N:8]([C:6]([O:5][C:1]([CH3:3])([CH3:4])[CH3:2])=[O:7])[CH2:12][C@@H:11]3[CH2:13]2)[CH:17]=[N:18][CH:19]=1)=[O:23]. (6) Given the reactants [Cl:1][C:2]1[CH:3]=[C:4]([NH:9][C:10]([N:12]2[C@@H:17]([CH3:18])[CH2:16][N:15]3[N:19]=[CH:20][C:21]([N:22]4[C:26](=[O:27])[CH2:25][CH:24]([C:28]([O:30]C)=[O:29])[CH2:23]4)=[C:14]3[CH2:13]2)=[O:11])[CH:5]=[CH:6][C:7]=1[F:8].O.[OH-].[Li+].Cl, predict the reaction product. The product is: [Cl:1][C:2]1[CH:3]=[C:4]([NH:9][C:10]([N:12]2[C@@H:17]([CH3:18])[CH2:16][N:15]3[N:19]=[CH:20][C:21]([N:22]4[C:26](=[O:27])[CH2:25][CH:24]([C:28]([OH:30])=[O:29])[CH2:23]4)=[C:14]3[CH2:13]2)=[O:11])[CH:5]=[CH:6][C:7]=1[F:8]. (7) Given the reactants [H-].[Na+].[CH3:3][C:4]([CH3:9])([CH3:8])[CH2:5][CH2:6][OH:7].[Cl:10][C:11]1[CH:16]=[C:15](Cl)[N:14]=[CH:13][N:12]=1.[Cl-].[NH4+], predict the reaction product. The product is: [Cl:10][C:11]1[CH:16]=[C:15]([O:7][CH2:6][CH2:5][C:4]([CH3:9])([CH3:8])[CH3:3])[N:14]=[CH:13][N:12]=1. (8) Given the reactants Cl[C:2]1[N:7]=[CH:6][C:5]([C:8](=[O:10])[CH3:9])=[CH:4][C:3]=1[N+:11]([O-:13])=[O:12].[NH2:14][C:15]1[CH:20]=[CH:19][C:18]([CH2:21][CH:22]([OH:24])[CH3:23])=[CH:17][CH:16]=1, predict the reaction product. The product is: [OH:24][CH:22]([CH3:23])[CH2:21][C:18]1[CH:19]=[CH:20][C:15]([NH:14][C:2]2[N:7]=[CH:6][C:5]([C:8](=[O:10])[CH3:9])=[CH:4][C:3]=2[N+:11]([O-:13])=[O:12])=[CH:16][CH:17]=1. (9) Given the reactants [O:1]=[C:2]1[C:11]2[CH:10]=[C:9]([O:12][CH:13]([CH3:15])[CH3:14])[CH:8]=[C:7](C(O)=O)[C:6]=2[CH2:5][CH2:4][NH:3]1.C1N=CN([C:24]([N:26]2C=NC=C2)=[O:25])C=1.[C:31]([OH:35])([CH3:34])([CH3:33])[CH3:32], predict the reaction product. The product is: [C:31]([O:35][C:24](=[O:25])[NH:26][C:7]1[CH:8]=[C:9]([O:12][CH:13]([CH3:14])[CH3:15])[CH:10]=[C:11]2[C:6]=1[CH2:5][CH2:4][NH:3][C:2]2=[O:1])([CH3:34])([CH3:33])[CH3:32].